This data is from Catalyst prediction with 721,799 reactions and 888 catalyst types from USPTO. The task is: Predict which catalyst facilitates the given reaction. (1) Reactant: [Cl:1][C:2]1[C:6](Cl)=[N:5][S:4][N:3]=1.O.O.O.O.O.O.[NH:14]1[CH2:19][CH2:18][NH:17][CH2:16][CH2:15]1.[OH-].[Na+]. Product: [ClH:1].[Cl:1][C:2]1[C:6]([N:14]2[CH2:19][CH2:18][NH:17][CH2:16][CH2:15]2)=[N:5][S:4][N:3]=1. The catalyst class is: 163. (2) Reactant: [NH2:1][C:2]1[CH:3]=[C:4]([CH:16]=[CH:17][C:18]=1[Cl:19])[C:5]([NH:7][C@H:8]([C:10]1[CH:15]=[CH:14][CH:13]=[CH:12][CH:11]=1)[CH3:9])=[O:6].C(N(C(C)C)C(C)C)C.Cl[C:30](=[O:36])[CH2:31][C:32]([O:34][CH3:35])=[O:33]. Product: [CH3:35][O:34][C:32](=[O:33])[CH2:31][C:30]([NH:1][C:2]1[CH:3]=[C:4]([C:5](=[O:6])[NH:7][C@H:8]([C:10]2[CH:15]=[CH:14][CH:13]=[CH:12][CH:11]=2)[CH3:9])[CH:16]=[CH:17][C:18]=1[Cl:19])=[O:36]. The catalyst class is: 4. (3) Reactant: C([N:4]1[CH2:13][CH2:12][C:11]2[C:6](=[CH:7][C:8]([C:14]3[NH:41][C:17]4=[N:18][CH:19]=[CH:20][C:21]([C:22]5[C:23]([C:29]6[CH:34]=[CH:33][C:32]([NH:35][C:36](=[O:40])[N:37]([CH3:39])[CH3:38])=[CH:31][CH:30]=6)=[N:24][N:25]([CH2:27][CH3:28])[CH:26]=5)=[C:16]4[CH:15]=3)=[CH:9][CH:10]=2)[CH2:5]1)(=O)C. Product: [CH2:27]([N:25]1[CH:26]=[C:22]([C:21]2[CH:20]=[CH:19][N:18]=[C:17]3[NH:41][C:14]([C:8]4[CH:7]=[C:6]5[C:11]([CH2:12][CH2:13][NH:4][CH2:5]5)=[CH:10][CH:9]=4)=[CH:15][C:16]=23)[C:23]([C:29]2[CH:34]=[CH:33][C:32]([NH:35][C:36](=[O:40])[N:37]([CH3:39])[CH3:38])=[CH:31][CH:30]=2)=[N:24]1)[CH3:28]. The catalyst class is: 8. (4) Reactant: [CH3:1][C:2]1([CH3:22])[CH2:11][CH:10]=[C:9]([S:12][C:13]2[CH:18]=[CH:17][CH:16]=[CH:15][CH:14]=2)[C:8]2[CH:7]=[C:6]([C:19]([OH:21])=[O:20])[CH:5]=[CH:4][C:3]1=2.O[C:24]1[CH:38]=[CH:37][C:27]([C:28]([O:30][CH2:31][CH2:32][Si](C)(C)C)=[O:29])=[CH:26][CH:25]=1.Cl.CN(C)CCCN=C=NCC.CCOC(C)=O. Product: [CH3:1][C:2]1([CH3:22])[CH2:11][CH:10]=[C:9]([S:12][C:13]2[CH:14]=[CH:15][CH:16]=[CH:17][CH:18]=2)[C:8]2[CH:7]=[C:6]([C:19]([O:21][C:24]3[CH:38]=[CH:37][C:27]([C:28]([O:30][CH2:31][CH3:32])=[O:29])=[CH:26][CH:25]=3)=[O:20])[CH:5]=[CH:4][C:3]1=2. The catalyst class is: 3. (5) Reactant: [C:1]([S:4][CH2:5][CH:6]([CH2:10][C:11]1[CH:16]=[CH:15][CH:14]=[CH:13][CH:12]=1)[C:7]([OH:9])=O)(=[O:3])[CH3:2].[CH3:17][O:18][C:19](=[O:30])[C@H:20]([CH2:22][C:23]1[CH:28]=[CH:27][C:26]([OH:29])=[CH:25][CH:24]=1)[NH2:21].CN(C(ON1N=NC2C=CC=CC1=2)=[N+](C)C)C.F[P-](F)(F)(F)(F)F.C(N(CC)CC)C. The catalyst class is: 42. Product: [CH3:17][O:18][C:19](=[O:30])[CH:20]([NH:21][C:7](=[O:9])[CH:6]([CH2:5][S:4][C:1](=[O:3])[CH3:2])[CH2:10][C:11]1[CH:16]=[CH:15][CH:14]=[CH:13][CH:12]=1)[CH2:22][C:23]1[CH:28]=[CH:27][C:26]([OH:29])=[CH:25][CH:24]=1. (6) Reactant: [CH2:1]([N:8]([C@@H:19]([C:21]1[CH:26]=[CH:25][CH:24]=[CH:23][CH:22]=1)[CH3:20])[C@H:9]([CH3:18])[CH2:10][C:11](OC(C)(C)C)=[O:12])[C:2]1[CH:7]=[CH:6][CH:5]=[CH:4][CH:3]=1.[H-].[Al+3].[Li+].[H-].[H-].[H-]. Product: [CH2:1]([N:8]([C@@H:19]([C:21]1[CH:22]=[CH:23][CH:24]=[CH:25][CH:26]=1)[CH3:20])[C@H:9]([CH3:18])[CH2:10][CH2:11][OH:12])[C:2]1[CH:3]=[CH:4][CH:5]=[CH:6][CH:7]=1. The catalyst class is: 116. (7) Reactant: [C:1]([C:5]1[CH:9]=[C:8]([NH:10][C:11]([NH:13][C:14]2[C:23]3[C:18](=[CH:19][CH:20]=[CH:21][CH:22]=3)[C:17]([O:24][C:25]3[CH:30]=[CH:29][N:28]=[C:27](Cl)[N:26]=3)=[CH:16][CH:15]=2)=[O:12])[N:7]([C:32]2[CH:37]=[CH:36][C:35]([P:38]([CH3:41])([CH3:40])=[O:39])=[CH:34][CH:33]=2)[N:6]=1)([CH3:4])([CH3:3])[CH3:2].[CH3:42][NH:43][C:44]1[CH:49]=[CH:48][CH:47]=[CH:46][CH:45]=1.CN(C=O)C. Product: [C:1]([C:5]1[CH:9]=[C:8]([NH:10][C:11]([NH:13][C:14]2[C:23]3[C:18](=[CH:19][CH:20]=[CH:21][CH:22]=3)[C:17]([O:24][C:25]3[CH:30]=[CH:29][N:28]=[C:27]([N:43]([CH3:42])[C:44]4[CH:49]=[CH:48][CH:47]=[CH:46][CH:45]=4)[N:26]=3)=[CH:16][CH:15]=2)=[O:12])[N:7]([C:32]2[CH:37]=[CH:36][C:35]([P:38]([CH3:41])([CH3:40])=[O:39])=[CH:34][CH:33]=2)[N:6]=1)([CH3:4])([CH3:3])[CH3:2]. The catalyst class is: 1.